This data is from NCI-60 drug combinations with 297,098 pairs across 59 cell lines. The task is: Regression. Given two drug SMILES strings and cell line genomic features, predict the synergy score measuring deviation from expected non-interaction effect. (1) Drug 1: CS(=O)(=O)C1=CC(=C(C=C1)C(=O)NC2=CC(=C(C=C2)Cl)C3=CC=CC=N3)Cl. Drug 2: C1CC(=O)NC(=O)C1N2CC3=C(C2=O)C=CC=C3N. Cell line: OVCAR-4. Synergy scores: CSS=2.70, Synergy_ZIP=-1.49, Synergy_Bliss=-1.19, Synergy_Loewe=-1.81, Synergy_HSA=-2.02. (2) Drug 1: C1=CC(=C2C(=C1NCCNCCO)C(=O)C3=C(C=CC(=C3C2=O)O)O)NCCNCCO. Drug 2: COCCOC1=C(C=C2C(=C1)C(=NC=N2)NC3=CC=CC(=C3)C#C)OCCOC.Cl. Cell line: SN12C. Synergy scores: CSS=49.3, Synergy_ZIP=5.35, Synergy_Bliss=5.47, Synergy_Loewe=-10.5, Synergy_HSA=7.72. (3) Drug 1: CC1=C(C(=CC=C1)Cl)NC(=O)C2=CN=C(S2)NC3=CC(=NC(=N3)C)N4CCN(CC4)CCO. Drug 2: COCCOC1=C(C=C2C(=C1)C(=NC=N2)NC3=CC=CC(=C3)C#C)OCCOC.Cl. Cell line: HCT116. Synergy scores: CSS=9.81, Synergy_ZIP=-4.16, Synergy_Bliss=3.95, Synergy_Loewe=-13.7, Synergy_HSA=1.68. (4) Cell line: SNB-19. Drug 2: CC1=C2C(C(=O)C3(C(CC4C(C3C(C(C2(C)C)(CC1OC(=O)C(C(C5=CC=CC=C5)NC(=O)C6=CC=CC=C6)O)O)OC(=O)C7=CC=CC=C7)(CO4)OC(=O)C)O)C)OC(=O)C. Drug 1: COC1=NC(=NC2=C1N=CN2C3C(C(C(O3)CO)O)O)N. Synergy scores: CSS=-15.8, Synergy_ZIP=7.21, Synergy_Bliss=1.74, Synergy_Loewe=-48.3, Synergy_HSA=-13.8. (5) Drug 1: CCC1(CC2CC(C3=C(CCN(C2)C1)C4=CC=CC=C4N3)(C5=C(C=C6C(=C5)C78CCN9C7C(C=CC9)(C(C(C8N6C=O)(C(=O)OC)O)OC(=O)C)CC)OC)C(=O)OC)O.OS(=O)(=O)O. Drug 2: C1=NNC2=C1C(=O)NC=N2. Cell line: UO-31. Synergy scores: CSS=-1.27, Synergy_ZIP=0.909, Synergy_Bliss=1.07, Synergy_Loewe=-2.10, Synergy_HSA=-2.11.